Dataset: Reaction yield outcomes from USPTO patents with 853,638 reactions. Task: Predict the reaction yield, written as a fraction of the theoretical maximum amount of product (1.0 means a 100% yield; for example, 0.34 means a 34% yield). (1) The reactants are C(OC(C)C)(=O)C.[Si:8]([O:15][C:16]1[C:17]([CH3:26])=[C:18]([CH:23]=[CH:24][CH:25]=1)[C:19]([O:21][CH3:22])=[O:20])([C:11]([CH3:14])([CH3:13])[CH3:12])([CH3:10])[CH3:9].C1(O)C=CC=CC=1.[Br:34]N1C(=O)CCC1=O.N(C(C)(C)C#N)=NC(C)(C)C#N. No catalyst specified. The product is [Br:34][CH2:26][C:17]1[C:16]([O:15][Si:8]([C:11]([CH3:14])([CH3:13])[CH3:12])([CH3:9])[CH3:10])=[CH:25][CH:24]=[CH:23][C:18]=1[C:19]([O:21][CH3:22])=[O:20]. The yield is 0.900. (2) The reactants are C1(P(=O)(C2C=CC=CC=2)C2C=CC=CC=2)C=CC=CC=1.FC(F)(F)S(OS(C(F)(F)F)(=O)=O)(=O)=O.C([S:43][C:44]([CH3:71])([CH2:68][CH2:69][OH:70])[CH2:45][NH:46][C:47]([C:49]1[NH:50][C:51]2[C:56]([CH:57]=1)=[CH:55][CH:54]=[CH:53][C:52]=2[N:58]([CH3:67])[S:59]([C:62]1[S:63][CH:64]=[CH:65][CH:66]=1)(=[O:61])=[O:60])=O)C1C=CC=CC=1.C(=O)([O-])O.[Na+]. The catalyst is C(#N)C. The product is [OH:70][CH2:69][CH2:68][C:44]1([CH3:71])[S:43][C:47]([C:49]2[NH:50][C:51]3[C:56]([CH:57]=2)=[CH:55][CH:54]=[CH:53][C:52]=3[N:58]([CH3:67])[S:59]([C:62]2[S:63][CH:64]=[CH:65][CH:66]=2)(=[O:61])=[O:60])=[N:46][CH2:45]1. The yield is 0.420. (3) The reactants are [C:1]([O:5][C:6]([N:8]1[CH2:13][CH2:12][N:11]([C:14]2[CH:22]=[CH:21][CH:20]=[C:19]3[C:15]=2[C:16](I)=[N:17][NH:18]3)[CH2:10][CH2:9]1)=[O:7])([CH3:4])([CH3:3])[CH3:2].[C:24]1([S:30]([O-:32])=[O:31])[CH:29]=[CH:28][CH:27]=[CH:26][CH:25]=1.[Na+]. The catalyst is [Cu]I.CN(C)C=O. The product is [C:1]([O:5][C:6]([N:8]1[CH2:13][CH2:12][N:11]([C:14]2[CH:22]=[CH:21][CH:20]=[C:19]3[C:15]=2[C:16]([S:30]([C:24]2[CH:29]=[CH:28][CH:27]=[CH:26][CH:25]=2)(=[O:32])=[O:31])=[N:17][NH:18]3)[CH2:10][CH2:9]1)=[O:7])([CH3:4])([CH3:3])[CH3:2]. The yield is 0.180. (4) The reactants are Br[C:2]1[N:6]2[CH2:7][CH2:8][N:9]([CH3:11])[CH2:10][C:5]2=[C:4]([C:12]([NH:14][C@@H:15]([C:20]([CH3:23])([CH3:22])[CH3:21])[C:16]([NH:18][CH3:19])=[O:17])=[O:13])[N:3]=1.CC(C)(C)[C@H](NC(C1N=C(C#CC2C=CC=CC=2)N2CCN(C)CC=12)=O)C(NC)=O.C[Si](Cl)(C)C.C([Mg]Cl)(C)C.[CH:64](=[O:71])[C:65]1[CH:70]=[CH:69][CH:68]=[CH:67][CH:66]=1. The catalyst is C1COCC1. The product is [CH3:21][C:20]([CH3:23])([CH3:22])[C@H:15]([NH:14][C:12]([C:4]1[N:3]=[C:2]([CH:64]([OH:71])[C:65]2[CH:70]=[CH:69][CH:68]=[CH:67][CH:66]=2)[N:6]2[CH2:7][CH2:8][N:9]([CH3:11])[CH2:10][C:5]=12)=[O:13])[C:16]([NH:18][CH3:19])=[O:17]. The yield is 0.180.